From a dataset of Reaction yield outcomes from USPTO patents with 853,638 reactions. Predict the reaction yield, written as a fraction of the theoretical maximum amount of product (1.0 means a 100% yield; for example, 0.34 means a 34% yield). (1) The reactants are [Cl:1][C:2]1[CH:22]=[C:21]([OH:23])[CH:20]=[CH:19][C:3]=1[CH2:4][CH:5]1[CH2:9][CH2:8][N:7]([CH:10]2[CH2:15][CH2:14][C:13]([OH:17])([CH3:16])[CH2:12][CH2:11]2)[C:6]1=[O:18].[F:24][C:25]([F:31])([F:30])[S:26](O)(=[O:28])=[O:27]. The catalyst is N1C=CC=CC=1. The product is [F:24][C:25]([F:31])([F:30])[S:26]([O:23][C:21]1[CH:20]=[CH:19][C:3]([CH2:4][CH:5]2[CH2:9][CH2:8][N:7]([CH:10]3[CH2:11][CH2:12][C:13]([OH:17])([CH3:16])[CH2:14][CH2:15]3)[C:6]2=[O:18])=[C:2]([Cl:1])[CH:22]=1)(=[O:28])=[O:27]. The yield is 0.860. (2) The reactants are [CH:1]#[C:2][CH2:3][CH2:4][CH2:5][CH2:6][CH2:7]C.C1(C#C)C=CC=CC=1.[CH:17]1[C:26]2[C:21](=[CH:22][CH:23]=[CH:24][CH:25]=2)[CH:20]=[CH:19][C:18]=1[C:27]#N. The catalyst is C(#N)C1C=CC=CC=1. The product is [C:27]([C:18]1[CH:19]=[CH:20][C:21]2[C:26](=[CH:25][CH:24]=[CH:23][CH:22]=2)[CH:17]=1)#[C:1][CH2:2][CH2:3][CH2:4][CH2:5][CH2:6][CH3:7]. The yield is 0.990.